From a dataset of Reaction yield outcomes from USPTO patents with 853,638 reactions. Predict the reaction yield, written as a fraction of the theoretical maximum amount of product (1.0 means a 100% yield; for example, 0.34 means a 34% yield). The reactants are [NH2:1][C@H:2]1[CH2:7][CH2:6][C@H:5]([C:8]([OH:10])=[O:9])[CH2:4][CH2:3]1.O.C(=O)([O-])O.[Na+].[C:17]([O:21][C:22](O[C:22]([O:21][C:17]([CH3:20])([CH3:19])[CH3:18])=[O:23])=[O:23])([CH3:20])([CH3:19])[CH3:18]. The catalyst is O1CCOCC1. The product is [C:17]([O:21][C:22]([NH:1][C@H:2]1[CH2:7][CH2:6][C@H:5]([C:8]([OH:10])=[O:9])[CH2:4][CH2:3]1)=[O:23])([CH3:20])([CH3:19])[CH3:18]. The yield is 0.930.